This data is from Peptide-MHC class I binding affinity with 185,985 pairs from IEDB/IMGT. The task is: Regression. Given a peptide amino acid sequence and an MHC pseudo amino acid sequence, predict their binding affinity value. This is MHC class I binding data. (1) The peptide sequence is LLLVIKLALV. The MHC is H-2-Kb with pseudo-sequence H-2-Kb. The binding affinity (normalized) is 0.0156. (2) The peptide sequence is SETQGTEKL. The MHC is HLA-B18:01 with pseudo-sequence HLA-B18:01. The binding affinity (normalized) is 0.296. (3) The peptide sequence is IMTSTRTIIL. The MHC is HLA-A68:02 with pseudo-sequence HLA-A68:02. The binding affinity (normalized) is 0.583. (4) The peptide sequence is LEKAANVQW. The MHC is HLA-B44:03 with pseudo-sequence HLA-B44:03. The binding affinity (normalized) is 0.448. (5) The peptide sequence is RIRTWKSLVK. The MHC is HLA-A11:01 with pseudo-sequence HLA-A11:01. The binding affinity (normalized) is 0.467. (6) The binding affinity (normalized) is 0.0847. The MHC is HLA-B18:01 with pseudo-sequence HLA-B18:01. The peptide sequence is WVIDTLNGI. (7) The peptide sequence is VEMGIKNGP. The MHC is HLA-A30:01 with pseudo-sequence HLA-A30:01. The binding affinity (normalized) is 0.0847.